This data is from Forward reaction prediction with 1.9M reactions from USPTO patents (1976-2016). The task is: Predict the product of the given reaction. (1) Given the reactants [C:1]([O:5][C:6]([N:8]1[CH2:13][CH2:12][CH2:11][C@@H:10](NC2C=CC=CC=2N)[CH2:9]1)=[O:7])([CH3:4])([CH3:3])[CH3:2].CC[N:24]([CH2:27][CH3:28])CC.[C:29](Cl)(Cl)=[O:30], predict the reaction product. The product is: [C:1]([O:5][C:6]([N:8]1[CH2:9][CH2:10][CH2:11][CH2:12][C@@H:13]1[N:24]1[C:27]2[CH:28]=[CH:12][CH:11]=[CH:10][C:9]=2[NH:8][C:29]1=[O:30])=[O:7])([CH3:2])([CH3:3])[CH3:4]. (2) Given the reactants [Cl:1][C:2]1[N:7]=[C:6]([N:8](C)[CH3:9])[C:5]([N+:11]([O-:13])=[O:12])=[CH:4][CH:3]=1.CN, predict the reaction product. The product is: [Cl:1][C:2]1[N:7]=[C:6]([NH:8][CH3:9])[C:5]([N+:11]([O-:13])=[O:12])=[CH:4][CH:3]=1. (3) Given the reactants [C:1]([C:4]1[C:5](=[O:19])[N:6]([C:12]2[CH:17]=[CH:16][CH:15]=[CH:14][C:13]=2[Cl:18])[C:7]([CH3:11])=[CH:8][C:9]=1[OH:10])(=[O:3])[CH3:2].Cl[C:21]1[CH:26]=[CH:25][CH:24]=[CH:23][C:22]=1N=C=O.[CH2:30]=C1OC(=O)C1.C(N(CC)CC)C, predict the reaction product. The product is: [C:1]([C:4]1[C:5](=[O:19])[N:6]([C:12]2[CH:17]=[CH:16][CH:15]=[CH:14][C:13]=2[Cl:18])[C:7]([CH3:11])=[CH:8][C:9]=1[O:10][CH2:30][C:21]1[CH:26]=[CH:25][CH:24]=[CH:23][CH:22]=1)(=[O:3])[CH3:2].